This data is from Full USPTO retrosynthesis dataset with 1.9M reactions from patents (1976-2016). The task is: Predict the reactants needed to synthesize the given product. (1) The reactants are: C[O:2][C:3](=O)[C:4]1[CH:9]=[CH:8][C:7]([N+:10]([O-:12])=[O:11])=[CH:6][C:5]=1/[CH:13]=[CH:14]/[N:15](C)C.N.C(O)CO. Given the product [N+:10]([C:7]1[CH:6]=[C:5]2[C:4](=[CH:9][CH:8]=1)[C:3](=[O:2])[NH:15][CH:14]=[CH:13]2)([O-:12])=[O:11], predict the reactants needed to synthesize it. (2) Given the product [N:26]1([C:24]([C:21]2[CH:20]=[CH:19][C:18]([NH:17][C:10]3[N:9]=[C:8]([N:4]4[CH2:5][CH2:6][CH2:7][C@@H:2]([NH:1][C:33]5[N:38]=[CH:37][CH:36]=[CH:35][N:34]=5)[CH2:3]4)[CH:16]=[CH:15][C:11]=3[C:12]([NH2:14])=[O:13])=[CH:23][CH:22]=2)=[O:25])[CH2:31][CH2:30][O:29][CH2:28][CH2:27]1, predict the reactants needed to synthesize it. The reactants are: [NH2:1][C@@H:2]1[CH2:7][CH2:6][CH2:5][N:4]([C:8]2[CH:16]=[CH:15][C:11]([C:12]([NH2:14])=[O:13])=[C:10]([NH:17][C:18]3[CH:23]=[CH:22][C:21]([C:24]([N:26]4[CH2:31][CH2:30][O:29][CH2:28][CH2:27]4)=[O:25])=[CH:20][CH:19]=3)[N:9]=2)[CH2:3]1.Br[C:33]1[N:38]=[CH:37][CH:36]=[CH:35][N:34]=1.CCN(C(C)C)C(C)C. (3) The reactants are: B.CSC.[N+:5]([C:8]1[CH:14]=[CH:13][C:11]([NH2:12])=[CH:10][CH:9]=1)([O-])=O.F[C:16](F)(F)[C:17]([NH2:19])=O.FC(F)(F)C(O[C:27](=O)[C:28](F)(F)F)=O.[H-].[Na+].[Cl-].[NH4+:38]. Given the product [CH3:10][C:9]1[CH:8]=[C:14]([CH3:13])[N:38]=[C:17]([NH:19][CH2:27][CH2:28][NH:5][C:8]2[CH:14]=[CH:13][C:11]([NH2:12])=[CH:10][CH:9]=2)[CH:16]=1, predict the reactants needed to synthesize it. (4) Given the product [C:29]([N:12]1[C:11]2[CH:33]=[CH:34][C:8]([C:5]3[CH:4]=[N:3][C:2]([NH2:1])=[N:7][CH:6]=3)=[CH:9][C:10]=2[N:14]=[C:13]1[C:16]1[CH:21]=[C:20]([Cl:22])[CH:19]=[CH:18][C:17]=1[N:23]1[CH:27]=[N:26][C:25]([CH3:28])=[N:24]1)([CH3:32])([CH3:31])[CH3:30], predict the reactants needed to synthesize it. The reactants are: [NH2:1][C:2]1[N:7]=[CH:6][C:5]([C:8]2[CH:34]=[CH:33][C:11]3[N:12]([C:29]([CH3:32])([CH3:31])[CH3:30])[C:13]([C:16]4[CH:21]=[C:20]([Cl:22])[CH:19]=[CH:18][C:17]=4[N:23]4[CH:27]=[N:26][C:25]([CH3:28])=[N:24]4)(O)[NH:14][C:10]=3[CH:9]=2)=[CH:4][N:3]=1. (5) Given the product [NH2:15][C:3]1[C:2]([F:1])=[C:10]([O:11][CH3:12])[C:9]([O:13][CH3:14])=[CH:8][C:4]=1[C:5]([NH2:7])=[O:6], predict the reactants needed to synthesize it. The reactants are: [F:1][C:2]1[C:3]([N+:15]([O-])=O)=[C:4]([CH:8]=[C:9]([O:13][CH3:14])[C:10]=1[O:11][CH3:12])[C:5]([NH2:7])=[O:6]. (6) Given the product [Br:1][C:2]1[CH:7]=[CH:6][C:5]([O:8][CH:10]([C:34]2[CH:35]=[CH:36][CH:37]=[CH:38][CH:39]=2)[CH2:11][CH2:12][CH2:13][CH2:14][CH2:15][N:16]2[CH2:21][CH2:20][CH:19]([C:22]3[CH:23]=[C:24]([NH:28][C:29](=[O:33])[CH:30]([CH3:32])[CH3:31])[CH:25]=[CH:26][CH:27]=3)[CH2:18][CH2:17]2)=[CH:4][CH:3]=1, predict the reactants needed to synthesize it. The reactants are: [Br:1][C:2]1[CH:7]=[CH:6][C:5]([OH:8])=[CH:4][CH:3]=1.O[CH:10]([C:34]1[CH:39]=[CH:38][CH:37]=[CH:36][CH:35]=1)[CH2:11][CH2:12][CH2:13][CH2:14][CH2:15][N:16]1[CH2:21][CH2:20][CH:19]([C:22]2[CH:23]=[C:24]([NH:28][C:29](=[O:33])[CH:30]([CH3:32])[CH3:31])[CH:25]=[CH:26][CH:27]=2)[CH2:18][CH2:17]1. (7) The reactants are: [CH:1]1([N:5]2[CH2:11][CH2:10][C:9]3[S:12][C:13]([CH:15]4[CH2:20][CH2:19][NH:18][CH2:17][CH2:16]4)=[N:14][C:8]=3[CH2:7][CH2:6]2)[CH2:4][CH2:3][CH2:2]1.[N:21]1([C:26](Cl)=[O:27])[CH2:25][CH2:24][CH2:23][CH2:22]1. Given the product [CH:1]1([N:5]2[CH2:11][CH2:10][C:9]3[S:12][C:13]([CH:15]4[CH2:20][CH2:19][N:18]([C:26]([N:21]5[CH2:25][CH2:24][CH2:23][CH2:22]5)=[O:27])[CH2:17][CH2:16]4)=[N:14][C:8]=3[CH2:7][CH2:6]2)[CH2:2][CH2:3][CH2:4]1, predict the reactants needed to synthesize it. (8) Given the product [CH3:29][N:25]1[CH:26]=[CH:27][N:28]=[C:24]1[CH2:23][CH2:22][C:21]([N:18]1[CH2:17][CH2:16][CH:15]([NH:14][C:11](=[O:13])[CH3:12])[CH2:20][CH2:19]1)=[O:30], predict the reactants needed to synthesize it. The reactants are: N1C=CC=CC=1.C(O[C:11](=[O:13])[CH3:12])(=O)C.[NH2:14][CH:15]1[CH2:20][CH2:19][N:18]([C:21](=[O:30])[CH2:22][CH2:23][C:24]2[N:25]([CH3:29])[CH:26]=[CH:27][N:28]=2)[CH2:17][CH2:16]1.